From a dataset of Reaction yield outcomes from USPTO patents with 853,638 reactions. Predict the reaction yield, written as a fraction of the theoretical maximum amount of product (1.0 means a 100% yield; for example, 0.34 means a 34% yield). (1) The reactants are Br[C:2]1[CH:13]=[N:12][C:5]2[NH:6][C:7](=[O:11])[NH:8][C:9](=[O:10])[C:4]=2[CH:3]=1.[C:14]([O:18][C:19]([CH3:22])([CH3:21])[CH3:20])(=[O:17])[CH:15]=[CH2:16].C(N(C(C)C)C(C)C)C.CC1C=CC=CC=1P(C1C=CC=CC=1C)C1C=CC=CC=1C. The catalyst is C(#N)CC.CN(C=O)C.CC([O-])=O.CC([O-])=O.[Pd+2]. The product is [C:19]([O:18][C:14](=[O:17])/[CH:15]=[CH:16]/[C:2]1[CH:13]=[N:12][C:5]2[NH:6][C:7](=[O:11])[NH:8][C:9](=[O:10])[C:4]=2[CH:3]=1)([CH3:22])([CH3:21])[CH3:20]. The yield is 0.830. (2) The reactants are [CH3:1][O:2][C:3]([C:5]1[CH:19]=[CH:18][C:8]([CH2:9]P(=O)(OCC)OCC)=[CH:7][CH:6]=1)=[O:4].C1OCCOCCOCCOCCOC1.[H-].[Na+].O=[C:38]1[CH2:43][CH2:42][N:41]([C:44]([O:46][C:47]([CH3:50])([CH3:49])[CH3:48])=[O:45])[CH2:40][CH2:39]1. The catalyst is C1COCC1. The product is [CH3:1][O:2][C:3]([C:5]1[CH:6]=[CH:7][C:8]([CH:9]=[C:38]2[CH2:43][CH2:42][N:41]([C:44]([O:46][C:47]([CH3:50])([CH3:49])[CH3:48])=[O:45])[CH2:40][CH2:39]2)=[CH:18][CH:19]=1)=[O:4]. The yield is 0.350. (3) The reactants are [NH2:1][C:2]1[CH:28]=[CH:27][C:5]([O:6][C:7]2[CH:12]=[CH:11][N:10]=[C:9]([NH:13][C:14]([N:16]3[CH2:21][CH2:20][N:19]([CH2:22][CH2:23][N:24]([CH3:26])[CH3:25])[CH2:18][CH2:17]3)=[O:15])[CH:8]=2)=[C:4]([F:29])[CH:3]=1.[F:30][C:31]1[CH:36]=[CH:35][C:34]([CH2:37][C:38]([N:40]=[C:41]=[O:42])=[O:39])=[CH:33][CH:32]=1. The catalyst is O1CCCC1.C(N(C(C)C)CC)(C)C. The product is [CH3:25][N:24]([CH3:26])[CH2:23][CH2:22][N:19]1[CH2:20][CH2:21][N:16]([C:14]([NH:13][C:9]2[CH:8]=[C:7]([O:6][C:5]3[CH:27]=[CH:28][C:2]([NH:1][C:41]([NH:40][C:38](=[O:39])[CH2:37][C:34]4[CH:35]=[CH:36][C:31]([F:30])=[CH:32][CH:33]=4)=[O:42])=[CH:3][C:4]=3[F:29])[CH:12]=[CH:11][N:10]=2)=[O:15])[CH2:17][CH2:18]1. The yield is 0.280.